Dataset: Catalyst prediction with 721,799 reactions and 888 catalyst types from USPTO. Task: Predict which catalyst facilitates the given reaction. (1) Reactant: [F:1][C:2]1[C:17]([F:18])=[CH:16][CH:15]=[C:14]([F:19])[C:3]=1[C:4](=[NH:13])[NH:5][C:6]1[CH:11]=[CH:10][C:9]([F:12])=[CH:8][CH:7]=1.Br/[C:21](=[CH:24]/OC(C)C)/[CH:22]=[O:23].C(=O)([O-])[O-].[K+].[K+].ClCCl. Product: [F:12][C:9]1[CH:10]=[CH:11][C:6]([N:5]2[C:21]([CH:22]=[O:23])=[CH:24][N:13]=[C:4]2[C:3]2[C:14]([F:19])=[CH:15][CH:16]=[C:17]([F:18])[C:2]=2[F:1])=[CH:7][CH:8]=1. The catalyst class is: 146. (2) The catalyst class is: 58. Reactant: [C:1]1([N:7]2[C:11]3[C:12]([C:16]#[N:17])=[CH:13][CH:14]=[CH:15][C:10]=3[N:9]=[C:8]2[C@@H:18]([NH:20][C:21]2[N:29]=[CH:28][N:27]=[C:26]3[C:22]=2[N:23]=[CH:24][NH:25]3)[CH3:19])[CH:6]=[CH:5][CH:4]=[CH:3][CH:2]=1.C([O-])([O-])=[O:31].[K+].[K+].OO. Product: [C:1]1([N:7]2[C:11]3[C:12]([C:16]([NH2:17])=[O:31])=[CH:13][CH:14]=[CH:15][C:10]=3[N:9]=[C:8]2[C@@H:18]([NH:20][C:21]2[N:29]=[CH:28][N:27]=[C:26]3[C:22]=2[N:23]=[CH:24][NH:25]3)[CH3:19])[CH:2]=[CH:3][CH:4]=[CH:5][CH:6]=1. (3) Reactant: Cl[C:2]1[C:11]([N:12]([CH:14]([CH3:16])[CH3:15])[CH3:13])=[N:10][C:9]2[C:4](=[CH:5][CH:6]=[C:7]([C:17]([O:19][CH3:20])=[O:18])[CH:8]=2)[N:3]=1.[F:21][C:22]1[CH:27]=[C:26](B(O)O)[CH:25]=[CH:24][N:23]=1.[O-]P([O-])([O-])=O.[K+].[K+].[K+]. Product: [F:21][C:22]1[CH:27]=[C:26]([C:2]2[C:11]([N:12]([CH:14]([CH3:16])[CH3:15])[CH3:13])=[N:10][C:9]3[C:4](=[CH:5][CH:6]=[C:7]([C:17]([O:19][CH3:20])=[O:18])[CH:8]=3)[N:3]=2)[CH:25]=[CH:24][N:23]=1. The catalyst class is: 70. (4) Product: [N+:5]([CH:4]=[C:3]1[NH:19][CH2:18][CH2:17][N:16]1[CH2:15][CH:12]1[CH2:13][CH2:14][O:10][CH2:11]1)([O-:7])=[O:6]. The catalyst class is: 8. Reactant: CS[C:3](SC)=[CH:4][N+:5]([O-:7])=[O:6].[O:10]1[CH2:14][CH2:13][CH:12]([CH2:15][NH:16][CH2:17][CH2:18][NH2:19])[CH2:11]1. (5) Reactant: [CH3:1][O:2][C:3]1[CH:4]=[CH:5][C:6]2[NH:12][C:11](=[O:13])[N:10]([CH:14]3[CH2:19][CH2:18][NH:17][CH2:16][CH2:15]3)[CH2:9][CH2:8][C:7]=2[CH:20]=1.Cl[C:22]1[N:27]=[CH:26][N:25]=[C:24]([N:28]([C:32]2[CH:42]=[C:41]([CH3:43])[C:35]3[N:36]([CH3:40])[C:37](=[O:39])[O:38][C:34]=3[CH:33]=2)[C:29](=[O:31])[CH3:30])[CH:23]=1.C(=O)([O-])[O-].[K+].[K+]. Product: [CH3:40][N:36]1[C:35]2[C:41]([CH3:43])=[CH:42][C:32]([N:28]([C:24]3[CH:23]=[C:22]([N:17]4[CH2:18][CH2:19][CH:14]([N:10]5[CH2:9][CH2:8][C:7]6[CH:20]=[C:3]([O:2][CH3:1])[CH:4]=[CH:5][C:6]=6[NH:12][C:11]5=[O:13])[CH2:15][CH2:16]4)[N:27]=[CH:26][N:25]=3)[C:29](=[O:31])[CH3:30])=[CH:33][C:34]=2[O:38][C:37]1=[O:39]. The catalyst class is: 37.